Predict the reaction yield, written as a fraction of the theoretical maximum amount of product (1.0 means a 100% yield; for example, 0.34 means a 34% yield). From a dataset of Reaction yield outcomes from USPTO patents with 853,638 reactions. (1) The reactants are [Br:1][C:2]1[CH:15]=[CH:14][C:13]2[N:12]([S:16]([C:19]3[CH:24]=[CH:23][C:22]([O:25]C)=[CH:21][CH:20]=3)(=[O:18])=[O:17])[CH:11]([CH2:27][CH3:28])[C:10]3[C:5](=[CH:6][CH:7]=[CH:8][CH:9]=3)[C:4]=2[CH:3]=1.C1CCCCC=1.B(Br)(Br)Br. The catalyst is ClCCl. The product is [Br:1][C:2]1[CH:15]=[CH:14][C:13]2[N:12]([S:16]([C:19]3[CH:20]=[CH:21][C:22]([OH:25])=[CH:23][CH:24]=3)(=[O:18])=[O:17])[CH:11]([CH2:27][CH3:28])[C:10]3[C:5](=[CH:6][CH:7]=[CH:8][CH:9]=3)[C:4]=2[CH:3]=1. The yield is 0.900. (2) The reactants are [Br:1][C:2]1[C:11]2[C:6](=[CH:7][CH:8]=[CH:9][CH:10]=2)[N:5]=[C:4]([CH3:12])[C:3]=1[OH:13].Cl[C:15]1[C:24]2[C:19](=[CH:20][C:21]([O:27][CH3:28])=[C:22]([O:25][CH3:26])[CH:23]=2)[N:18]=[CH:17][CH:16]=1. The catalyst is CN(C)C1C=CN=CC=1.ClC1C=CC=CC=1Cl. The product is [Br:1][C:2]1[C:11]2[C:6](=[CH:7][CH:8]=[CH:9][CH:10]=2)[N:5]=[C:4]([CH3:12])[C:3]=1[O:13][C:15]1[C:24]2[C:19](=[CH:20][C:21]([O:27][CH3:28])=[C:22]([O:25][CH3:26])[CH:23]=2)[N:18]=[CH:17][CH:16]=1. The yield is 0.320. (3) The reactants are N1CCCCC1.[OH:7][C:8]1[CH:9]=[C:10]([CH:13]=[CH:14][C:15]=1[OH:16])[CH:11]=O.C([CH2:20][C:21]([NH:23][C:24]1[CH:32]=[CH:31][CH:30]=[CH:29][C:25]=1[C:26]([OH:28])=[O:27])=[O:22])(O)=O.Cl. The catalyst is C1(C)C=CC=CC=1. The product is [OH:7][C:8]1[CH:9]=[C:10](/[CH:11]=[CH:20]/[C:21]([NH:23][C:24]2[CH:32]=[CH:31][CH:30]=[CH:29][C:25]=2[C:26]([OH:28])=[O:27])=[O:22])[CH:13]=[CH:14][C:15]=1[OH:16]. The yield is 0.830. (4) The reactants are C(O[C:6]([N:8]1[CH2:13][CH2:12][CH:11]([N:14]2[C:18]([C:19]3[CH:20]=[C:21]4[C:30](=[CH:31][CH:32]=3)[C:29]3[N:25]([CH:26]=[C:27]([C:33]5[N:37]([CH:38]([CH3:40])[CH3:39])[N:36]=[CH:35][N:34]=5)[N:28]=3)[CH2:24][CH2:23][O:22]4)=[CH:17][CH:16]=[N:15]2)[CH2:10][CH2:9]1)=O)(C)(C)C.[H-].[H-].[H-].[H-].[Li+].[Al+3].O. The catalyst is C1COCC1. The product is [CH:38]([N:37]1[C:33]([C:27]2[N:28]=[C:29]3[C:30]4[CH:31]=[CH:32][C:19]([C:18]5[N:14]([CH:11]6[CH2:12][CH2:13][N:8]([CH3:6])[CH2:9][CH2:10]6)[N:15]=[CH:16][CH:17]=5)=[CH:20][C:21]=4[O:22][CH2:23][CH2:24][N:25]3[CH:26]=2)=[N:34][CH:35]=[N:36]1)([CH3:40])[CH3:39]. The yield is 0.270. (5) The reactants are [CH3:1][C:2]1[N:3]=[C:4]([NH2:7])[S:5][CH:6]=1.Cl[C:9]1[CH:14]=[C:13]([O:15][C:16]2[C:21]([F:22])=[CH:20][CH:19]=[CH:18][C:17]=2[F:23])[CH:12]=[CH:11][N:10]=1.P([O-])([O-])([O-])=O.[K+].[K+].[K+].C1(P(C2C=CC=CC=2)C2C3OC4C(=CC=CC=4P(C4C=CC=CC=4)C4C=CC=CC=4)C(C)(C)C=3C=CC=2)C=CC=CC=1. The catalyst is C1C=CC(/C=C/C(/C=C/C2C=CC=CC=2)=O)=CC=1.C1C=CC(/C=C/C(/C=C/C2C=CC=CC=2)=O)=CC=1.C1C=CC(/C=C/C(/C=C/C2C=CC=CC=2)=O)=CC=1.[Pd].[Pd]. The product is [F:23][C:17]1[CH:18]=[CH:19][CH:20]=[C:21]([F:22])[C:16]=1[O:15][C:13]1[CH:14]=[CH:9][N:10]=[C:11]([NH:7][C:4]2[S:5][CH:6]=[C:2]([CH3:1])[N:3]=2)[CH:12]=1. The yield is 0.390. (6) The reactants are C[O:2][C:3](=[O:36])[CH:4]([CH2:24][CH:25]=[CH:26][CH2:27][P:28]([O:33]CC)([O:30][CH2:31][CH3:32])=[O:29])[CH2:5][C:6]([CH3:23])=[CH:7][CH2:8][C:9]1[C:10]([OH:22])=[C:11]2[C:15](=[C:16]([CH3:20])[C:17]=1[O:18][CH3:19])[CH2:14][O:13][C:12]2=[O:21].[OH-].[Li+]. The catalyst is CO.O. The product is [CH2:31]([O:30][P:28]([CH2:27][CH:26]=[CH:25][CH2:24][CH:4]([CH2:5][C:6]([CH3:23])=[CH:7][CH2:8][C:9]1[C:10]([OH:22])=[C:11]2[C:15](=[C:16]([CH3:20])[C:17]=1[O:18][CH3:19])[CH2:14][O:13][C:12]2=[O:21])[C:3]([OH:36])=[O:2])([OH:33])=[O:29])[CH3:32]. The yield is 0.890. (7) The reactants are [S:1](Cl)([C:4]1[CH:10]=[CH:9][C:7]([CH3:8])=[CH:6][CH:5]=1)(=[O:3])=[O:2].N1C=CC=CC=1.[N:18]([CH2:21][CH2:22][CH2:23][CH2:24][CH2:25][CH2:26][CH2:27][OH:28])=[N+:19]=[N-:20]. The catalyst is C(Cl)Cl.CCOC(C)=O. The product is [N:18]([CH2:21][CH2:22][CH2:23][CH2:24][CH2:25][CH2:26][CH2:27][O:28][S:1]([C:4]1[CH:10]=[CH:9][C:7]([CH3:8])=[CH:6][CH:5]=1)(=[O:3])=[O:2])=[N+:19]=[N-:20]. The yield is 0.660. (8) The reactants are C([O:3][CH:4](OCC)[C:5]1[CH:10]=[C:9]([NH:11]C(C2C=CC=CC=2)(C2C=CC=CC=2)C2C=CC=CC=2)[C:8]([F:31])=[CH:7][N:6]=1)C.OS(O)(=O)=O.CC#N. The catalyst is O. The product is [NH2:11][C:9]1[C:8]([F:31])=[CH:7][N:6]=[C:5]([CH:4]=[O:3])[CH:10]=1. The yield is 0.870. (9) The reactants are [O:1]=[C:2]1[NH:7][C:6]2[N:8]=[CH:9][CH:10]=[CH:11][C:5]=2[CH2:4][N:3]1[CH2:12][CH:13]1[CH2:18][CH2:17][N:16]([C:19]([O:21][C:22]([CH3:25])([CH3:24])[CH3:23])=[O:20])[CH2:15][CH2:14]1.[F:26][C:27]1[CH:34]=[CH:33][C:32](I)=[CH:31][C:28]=1[C:29]#[N:30]. No catalyst specified. The product is [C:29]([C:28]1[CH:31]=[C:32]([N:7]2[C:6]3[N:8]=[CH:9][CH:10]=[CH:11][C:5]=3[CH2:4][N:3]([CH2:12][CH:13]3[CH2:14][CH2:15][N:16]([C:19]([O:21][C:22]([CH3:25])([CH3:24])[CH3:23])=[O:20])[CH2:17][CH2:18]3)[C:2]2=[O:1])[CH:33]=[CH:34][C:27]=1[F:26])#[N:30]. The yield is 0.520.